Dataset: Forward reaction prediction with 1.9M reactions from USPTO patents (1976-2016). Task: Predict the product of the given reaction. (1) Given the reactants C([O:3][C:4](=[O:11])[CH2:5][N:6]1[CH:10]=[CH:9][CH:8]=[N:7]1)C.S(=O)(=O)(O)O.[N+:17]([O-])([OH:19])=[O:18], predict the reaction product. The product is: [N+:17]([C:9]1[CH:8]=[N:7][N:6]([CH2:5][C:4]([OH:3])=[O:11])[CH:10]=1)([O-:19])=[O:18]. (2) Given the reactants [N+:1]([C:4]1[CH:9]=[CH:8][CH:7]=[CH:6][C:5]=1[C:10]1[NH:11][CH:12]=[CH:13][N:14]=1)([O-])=O, predict the reaction product. The product is: [NH:11]1[CH:12]=[CH:13][N:14]=[C:10]1[C:5]1[CH:6]=[CH:7][CH:8]=[CH:9][C:4]=1[NH2:1]. (3) Given the reactants C(OP([CH2:9][C:10]([O:12][CH2:13][CH3:14])=[O:11])(OCC)=O)C.[H-].[Na+].[Cl:17][C:18]1[CH:33]=[C:32]([Cl:34])[C:31]([OH:35])=[CH:30][C:19]=1[O:20][C:21]1[N:25]([CH3:26])[N:24]=[C:23]([CH3:27])[C:22]=1[CH:28]=O.[Cl-].[NH4+], predict the reaction product. The product is: [Cl:17][C:18]1[CH:33]=[C:32]([Cl:34])[C:31]([OH:35])=[CH:30][C:19]=1[O:20][C:21]1[N:25]([CH3:26])[N:24]=[C:23]([CH3:27])[C:22]=1/[CH:28]=[CH:9]/[C:10]([O:12][CH2:13][CH3:14])=[O:11]. (4) Given the reactants CCO.C([Cl:7])(=O)C.[CH3:8][C:9]([C:12]1[O:16][C:15]([CH2:17][S:18][C:19]2[S:23][C:22]([NH:24][C:25]([CH:27]3[CH2:32][CH2:31][NH:30][CH2:29][CH2:28]3)=[O:26])=[N:21][CH:20]=2)=[N:14][CH:13]=1)([CH3:11])[CH3:10], predict the reaction product. The product is: [ClH:7].[CH3:11][C:9]([C:12]1[O:16][C:15]([CH2:17][S:18][C:19]2[S:23][C:22]([NH:24][C:25]([CH:27]3[CH2:28][CH2:29][NH:30][CH2:31][CH2:32]3)=[O:26])=[N:21][CH:20]=2)=[N:14][CH:13]=1)([CH3:8])[CH3:10]. (5) Given the reactants P([O:13][CH2:14][C@H:15]1[CH2:19][CH2:18][CH2:17][N:16]1[CH2:20][CH2:21][CH2:22][O:23][C:24]1[CH:33]=[C:32]2[C:27]([C:28]([NH:34][C:35]3[CH:39]=[C:38]([CH2:40][C:41]([NH:43][C:44]4[CH:49]=[C:48]([F:50])[CH:47]=[C:46]([F:51])[CH:45]=4)=[O:42])[NH:37][N:36]=3)=[N:29][CH:30]=[N:31]2)=[CH:26][C:25]=1[O:52][CH3:53])(OC(C)(C)C)(OC(C)(C)C)=O.N1CCC[C@@H]1CO, predict the reaction product. The product is: [F:50][C:48]1[CH:49]=[C:44]([NH:43][C:41](=[O:42])[CH2:40][C:38]2[NH:37][N:36]=[C:35]([NH:34][C:28]3[C:27]4[C:32](=[CH:33][C:24]([O:23][CH2:22][CH2:21][CH2:20][N:16]5[CH2:17][CH2:18][CH2:19][C@@H:15]5[CH2:14][OH:13])=[C:25]([O:52][CH3:53])[CH:26]=4)[N:31]=[CH:30][N:29]=3)[CH:39]=2)[CH:45]=[C:46]([F:51])[CH:47]=1.